Task: Predict the reaction yield, written as a fraction of the theoretical maximum amount of product (1.0 means a 100% yield; for example, 0.34 means a 34% yield).. Dataset: Reaction yield outcomes from USPTO patents with 853,638 reactions (1) The reactants are [CH3:1][C:2]([C:7]1[NH:8][C:9]2[C:14]([CH:15]=1)=[CH:13][C:12]([N+:16]([O-:18])=[O:17])=[CH:11][CH:10]=2)([CH3:6])[C:3](O)=[O:4].C(Cl)CCl.C1C=CC2N(O)N=[N:29]C=2C=1.[Cl-].[NH4+]. The catalyst is C(#N)C.CCN(CC)CC.O. The product is [CH3:1][C:2]([C:7]1[NH:8][C:9]2[C:14]([CH:15]=1)=[CH:13][C:12]([N+:16]([O-:18])=[O:17])=[CH:11][CH:10]=2)([CH3:6])[C:3]([NH2:29])=[O:4]. The yield is 0.990. (2) The reactants are [NH2:1][C:2]1[CH:7]=[C:6]([Cl:8])[CH:5]=[CH:4][C:3]=1[SH:9].Cl[CH2:11][C:12]1[CH:16]=[C:15]([N+:17]([O-:19])=[O:18])[NH:14][N:13]=1.C([O-])([O-])=O.[K+].[K+]. The catalyst is CN(C=O)C. The product is [Cl:8][C:6]1[CH:5]=[CH:4][C:3]([S:9][CH2:11][C:12]2[CH:16]=[C:15]([N+:17]([O-:19])=[O:18])[NH:14][N:13]=2)=[C:2]([CH:7]=1)[NH2:1]. The yield is 0.490. (3) The reactants are Cl[CH2:2][C:3]1[CH:4]=[C:5]([CH:17]=[CH:18][CH:19]=1)[O:6][C:7]1[CH:12]=[CH:11][C:10]([C:13]([F:16])([F:15])[F:14])=[CH:9][N:8]=1.[P:20]([O:27]CC)([O:24][CH2:25][CH3:26])[O:21][CH2:22][CH3:23]. The catalyst is CCCCC. The product is [CH2:22]([O:21][P:20]([CH2:2][C:3]1[CH:4]=[C:5]([CH:17]=[CH:18][CH:19]=1)[O:6][C:7]1[CH:12]=[CH:11][C:10]([C:13]([F:16])([F:15])[F:14])=[CH:9][N:8]=1)([O:24][CH2:25][CH3:26])=[O:27])[CH3:23]. The yield is 0.970.